Dataset: Forward reaction prediction with 1.9M reactions from USPTO patents (1976-2016). Task: Predict the product of the given reaction. (1) Given the reactants [NH2:1][C:2]1[CH:11]=[CH:10][C:9](OC)=[CH:8][C:3]=1[C:4]([O:6][CH3:7])=[O:5].N[C:15]1C=C(C)C=CC=1C(O)=O, predict the reaction product. The product is: [NH2:1][C:2]1[CH:11]=[C:10]([CH3:15])[CH:9]=[CH:8][C:3]=1[C:4]([O:6][CH3:7])=[O:5]. (2) The product is: [C:1]([C:3]1[CH:34]=[CH:33][C:6]2[NH:7][C:8]([C:10]([C:21]3[C:29]([O:30][CH3:31])=[CH:28][C:27]([CH3:32])=[C:26]4[C:22]=3[CH:23]=[CH:24][NH:25]4)([O:15][CH2:16][C:17]([O:19][CH2:20][CH3:35])=[O:18])[C:11]([F:12])([F:13])[F:14])=[N:9][C:5]=2[CH:4]=1)#[N:2]. Given the reactants [C:1]([C:3]1[CH:34]=[CH:33][C:6]2[NH:7][C:8]([C:10]([C:21]3[C:29]([O:30][CH3:31])=[CH:28][C:27]([CH3:32])=[C:26]4[C:22]=3[CH:23]=[CH:24][NH:25]4)([O:15][CH2:16][C:17]([O:19][CH3:20])=[O:18])[C:11]([F:14])([F:13])[F:12])=[N:9][C:5]=2[CH:4]=1)#[N:2].[C:35](Cl)(=O)C.C(=O)(O)[O-].[Na+], predict the reaction product. (3) The product is: [S:1]1[C:5]2[CH:6]=[CH:7][CH:8]=[CH:9][C:4]=2[CH:3]=[C:2]1[C:10]1[CH2:21][C:15]([CH2:13][CH3:14])([C:16]([O:18][CH2:19][CH3:20])=[O:17])[O:12][N:11]=1. Given the reactants [S:1]1[C:5]2[CH:6]=[CH:7][CH:8]=[CH:9][C:4]=2[CH:3]=[C:2]1[CH:10]=[N:11][OH:12].[CH2:13]([C:15](=[CH2:21])[C:16]([O:18][CH2:19][CH3:20])=[O:17])[CH3:14].Cl[O-].[Na+].O, predict the reaction product. (4) Given the reactants C([O:3][C:4](=[O:36])[CH:5]([NH:14][C:15]([C:17]1[CH:22]=[C:21]([CH3:23])[N:20]=[C:19]([C:24]2[CH:29]=[CH:28][C:27]([C:30]3[CH:35]=[CH:34][CH:33]=[CH:32][CH:31]=3)=[CH:26][CH:25]=2)[N:18]=1)=[O:16])[CH2:6][C:7]1[CH:12]=[CH:11][C:10]([Cl:13])=[CH:9][CH:8]=1)C.[OH-].[Li+], predict the reaction product. The product is: [C:27]1([C:30]2[CH:35]=[CH:34][CH:33]=[CH:32][CH:31]=2)[CH:26]=[CH:25][C:24]([C:19]2[N:18]=[C:17]([C:15]([NH:14][CH:5]([CH2:6][C:7]3[CH:12]=[CH:11][C:10]([Cl:13])=[CH:9][CH:8]=3)[C:4]([OH:36])=[O:3])=[O:16])[CH:22]=[C:21]([CH3:23])[N:20]=2)=[CH:29][CH:28]=1. (5) Given the reactants [C:1]1([NH:7][C:8]([C:10]2[C:15]([N:16]([S:20]([C:23]3[CH:28]=[CH:27][C:26]([Cl:29])=[C:25]([C:30]([F:33])([F:32])[F:31])[CH:24]=3)(=O)=[O:21])COC)=[CH:14][C:13]([Cl:34])=[CH:12][N:11]=2)=[O:9])[CH:6]=[CH:5][CH:4]=[CH:3][CH:2]=1.Cl, predict the reaction product. The product is: [C:1]1([NH:7][C:8]([C:10]2[C:15]([NH:16][S:20]([C:23]3[CH:28]=[CH:27][C:26]([Cl:29])=[C:25]([C:30]([F:33])([F:32])[F:31])[CH:24]=3)=[O:21])=[CH:14][C:13]([Cl:34])=[CH:12][N:11]=2)=[O:9])[CH:2]=[CH:3][CH:4]=[CH:5][CH:6]=1. (6) Given the reactants [CH3:1][O:2][C:3]1[CH:4]=[CH:5][C:6]2[NH:12][C:11](=[O:13])[N:10]([CH:14]3[CH2:19][CH2:18][N:17]([C:20]4[N:25]=[CH:24][N:23]=[C:22]([C:26]([OH:28])=O)[CH:21]=4)[CH2:16][CH2:15]3)[CH2:9][CH2:8][C:7]=2[CH:29]=1.[CH3:30][C:31]1([CH3:40])[CH2:36][NH:35][CH2:34][C:33]2[S:37][CH:38]=[CH:39][C:32]1=2.CN(C(ON1N=NC2C=CC=CC1=2)=[N+](C)C)C.[B-](F)(F)(F)F, predict the reaction product. The product is: [CH3:30][C:31]1([CH3:40])[CH2:36][N:35]([C:26]([C:22]2[N:23]=[CH:24][N:25]=[C:20]([N:17]3[CH2:16][CH2:15][CH:14]([N:10]4[CH2:9][CH2:8][C:7]5[CH:29]=[C:3]([O:2][CH3:1])[CH:4]=[CH:5][C:6]=5[NH:12][C:11]4=[O:13])[CH2:19][CH2:18]3)[CH:21]=2)=[O:28])[CH2:34][C:33]2[S:37][CH:38]=[CH:39][C:32]1=2. (7) Given the reactants [C:1]([O:23][CH2:24][CH2:25][C:26]([F:38])([F:37])[C:27]([F:36])([F:35])[C:28]([F:34])([F:33])[C:29]([F:32])([F:31])[F:30])(=[O:22])/[CH:2]=[CH:3]\[C:4]([O:6][CH2:7][CH2:8][C:9]([F:21])([F:20])[C:10]([F:19])([F:18])[C:11]([F:17])([F:16])[C:12]([F:15])([F:14])[F:13])=[O:5].Cl.CN([CH:43]([SH:45])C)C.C(=O)([O-])[O-].[K+].[K+].C(Cl)(Cl)Cl.[CH3:56][N:57]([CH3:60])[CH:58]=O, predict the reaction product. The product is: [CH3:56][N:57]([CH2:58][C:43](/[C:2](=[CH:3]/[C:4]([O:6][CH2:7][CH2:8][C:9]([F:21])([F:20])[C:10]([F:18])([F:19])[C:11]([F:17])([F:16])[C:12]([F:15])([F:14])[F:13])=[O:5])/[C:1]([O:23][CH2:24][CH2:25][C:26]([F:37])([F:38])[C:27]([F:35])([F:36])[C:28]([F:33])([F:34])[C:29]([F:32])([F:31])[F:30])=[O:22])=[S:45])[CH3:60]. (8) Given the reactants [F:1][C:2]1[CH:7]=[C:6]([F:8])[CH:5]=[CH:4][C:3]=1[C:9]1[C:21]([C:22]2[CH:23]=[CH:24][C:25](=[O:28])[NH:26][N:27]=2)=[C:12]2[NH:13][CH2:14][CH:15]([CH2:17][N:18]([CH3:20])[CH3:19])[CH2:16][N:11]2[N:10]=1.[C:29]([NH:33][S:34]([C:37]1[CH:42]=[CH:41][CH:40]=[CH:39][C:38]=1B(O)O)(=[O:36])=[O:35])([CH3:32])([CH3:31])[CH3:30].N1C=CC=CC=1.O, predict the reaction product. The product is: [C:29]([NH:33][S:34]([C:37]1[CH:42]=[CH:41][CH:40]=[CH:39][C:38]=1[N:26]1[C:25](=[O:28])[CH:24]=[CH:23][C:22]([C:21]2[C:9]([C:3]3[CH:4]=[CH:5][C:6]([F:8])=[CH:7][C:2]=3[F:1])=[N:10][N:11]3[CH2:16][CH:15]([CH2:17][N:18]([CH3:20])[CH3:19])[CH2:14][NH:13][C:12]=23)=[N:27]1)(=[O:36])=[O:35])([CH3:32])([CH3:30])[CH3:31].